This data is from Reaction yield outcomes from USPTO patents with 853,638 reactions. The task is: Predict the reaction yield, written as a fraction of the theoretical maximum amount of product (1.0 means a 100% yield; for example, 0.34 means a 34% yield). (1) The reactants are NC1C=CC(C(O)=O)=CC=1.C1(C(Cl)=O)CCCCC1.CCN(CC)CC.[OH-].[Na+].[CH:29]1([C:35]([NH:37][C:38]2[CH:47]=[CH:46][C:41]([C:42]([O:44]C)=[O:43])=[CH:40][CH:39]=2)=[O:36])[CH2:34][CH2:33][CH2:32][CH2:31][CH2:30]1. The catalyst is C1COCC1. The product is [CH:29]1([C:35]([NH:37][C:38]2[CH:47]=[CH:46][C:41]([C:42]([OH:44])=[O:43])=[CH:40][CH:39]=2)=[O:36])[CH2:30][CH2:31][CH2:32][CH2:33][CH2:34]1. The yield is 0.920. (2) The reactants are Br[C:2]1[S:3][C:4]2[CH2:9][S:8][CH2:7][C:5]=2[N:6]=1.C([Mg]Cl)(C)C.[CH2:15]([CH:17]([CH2:21][CH2:22][CH2:23][CH3:24])[C:18](Cl)=[O:19])[CH3:16].O. The catalyst is O1CCCC1. The product is [S:3]1[C:4]2[CH2:9][S:8][CH2:7][C:5]=2[N:6]=[C:2]1[C:18](=[O:19])[CH:17]([CH2:15][CH3:16])[CH2:21][CH2:22][CH2:23][CH3:24]. The yield is 0.480. (3) The reactants are N[C:2]1[S:3][C:4]2[C:9]([OH:10])=[C:8]([C:11]3[NH:16][C:15]4[CH:17]=[CH:18][CH:19]=[CH:20][C:14]=4[S:13](=[O:22])(=[O:21])[N:12]=3)[C:7](=[O:23])[N:6]([CH2:24][C:25]3[CH:30]=[CH:29][CH:28]=[CH:27][CH:26]=3)[C:5]=2[N:31]=1.N(OC(C)(C)C)=O. The catalyst is CN(C=O)C. The product is [CH2:24]([N:6]1[C:7](=[O:23])[C:8]([C:11]2[NH:16][C:15]3[CH:17]=[CH:18][CH:19]=[CH:20][C:14]=3[S:13](=[O:21])(=[O:22])[N:12]=2)=[C:9]([OH:10])[C:4]2[S:3][CH:2]=[N:31][C:5]1=2)[C:25]1[CH:26]=[CH:27][CH:28]=[CH:29][CH:30]=1. The yield is 0.540. (4) The reactants are Cl.[CH3:2][NH:3][O:4][CH3:5].CCN(C(C)C)C(C)C.C[Al](C)C.[F:19][C:20]1[CH:25]=[C:24]([I:26])[CH:23]=[CH:22][C:21]=1[N:27]1[CH:32]=[C:31]([O:33][CH3:34])[C:30](=[O:35])[C:29]([C:36]([O:38]C)=O)=[N:28]1. The catalyst is C(Cl)Cl. The product is [F:19][C:20]1[CH:25]=[C:24]([I:26])[CH:23]=[CH:22][C:21]=1[N:27]1[CH:32]=[C:31]([O:33][CH3:34])[C:30](=[O:35])[C:29]([C:36]([N:3]([O:4][CH3:5])[CH3:2])=[O:38])=[N:28]1. The yield is 0.770. (5) The reactants are [Li]C(CC)C.CCCCCC.C1CCCCC1.[CH3:18][O:19][C:20]1[CH:29]=[CH:28][C:27]2[C:22](=[CH:23][CH:24]=[CH:25][CH:26]=2)[CH:21]=1.[Si:30](Cl)([C:43]1[CH:48]=[CH:47][CH:46]=[CH:45][CH:44]=1)([C:37]1[CH:42]=[CH:41][CH:40]=[CH:39][CH:38]=1)[C:31]1[CH:36]=[CH:35][CH:34]=[CH:33][CH:32]=1.CN(C)P(N(C)C)(N(C)C)=O. The catalyst is O1CCCC1.O. The product is [CH3:18][O:19][C:20]1[C:29]([Si:30]([C:37]2[CH:38]=[CH:39][CH:40]=[CH:41][CH:42]=2)([C:43]2[CH:48]=[CH:47][CH:46]=[CH:45][CH:44]=2)[C:31]2[CH:32]=[CH:33][CH:34]=[CH:35][CH:36]=2)=[CH:28][C:27]2[C:22]([CH:21]=1)=[CH:23][CH:24]=[CH:25][CH:26]=2. The yield is 0.900.